Dataset: Forward reaction prediction with 1.9M reactions from USPTO patents (1976-2016). Task: Predict the product of the given reaction. (1) The product is: [OH:26][C:27]([C:33]1[O:7][N:8]=[C:9]([C:10]2[CH:11]=[C:12]([C@@H:16]([NH:18][S:19]([C:21]([CH3:24])([CH3:23])[CH3:22])=[O:20])[CH3:17])[CH:13]=[CH:14][CH:15]=2)[N:25]=1)([CH3:32])[CH3:28]. Given the reactants C([O-])([O-])=O.[K+].[K+].[OH:7][NH:8][C:9](=[NH:25])[C:10]1[CH:15]=[CH:14][CH:13]=[C:12]([C@@H:16]([NH:18][S:19]([C:21]([CH3:24])([CH3:23])[CH3:22])=[O:20])[CH3:17])[CH:11]=1.[OH:26][C:27]([CH3:33])([CH3:32])[C:28](OC)=O, predict the reaction product. (2) Given the reactants F[C:2]([C:4]([O:10][C:11]([C:14]([C:17]([F:20])([F:19])[F:18])([F:16])[F:15])([F:13])[F:12])([C:6]([F:9])([F:8])[F:7])[F:5])=[O:3].[F:21][S:22]([CH2:25][CH2:26][O:27][CH2:28][CH2:29][OH:30])(=[O:24])=[O:23], predict the reaction product. The product is: [F:21][S:22]([CH2:25][CH2:26][O:27][CH2:28][CH2:29][O:30][C:2]([C:4]([O:10][C:11]([C:14]([C:17]([F:18])([F:19])[F:20])([F:15])[F:16])([F:12])[F:13])([C:6]([F:9])([F:8])[F:7])[F:5])=[O:3])(=[O:24])=[O:23]. (3) The product is: [OH:29][C:26]1[CH:27]=[CH:28][C:23]([NH:22][C:2]2[C:11]3[C:6](=[CH:7][CH:8]=[C:9]4[S:14](=[O:16])(=[O:15])[CH2:13][CH2:12][C:10]4=3)[N:5]=[CH:4][C:3]=2[C:17]([O:19][CH2:20][CH3:21])=[O:18])=[CH:24][CH:25]=1. Given the reactants Cl[C:2]1[C:11]2[C:6](=[CH:7][CH:8]=[C:9]3[S:14](=[O:16])(=[O:15])[CH2:13][CH2:12][C:10]3=2)[N:5]=[CH:4][C:3]=1[C:17]([O:19][CH2:20][CH3:21])=[O:18].[NH2:22][C:23]1[CH:28]=[CH:27][C:26]([OH:29])=[CH:25][CH:24]=1, predict the reaction product. (4) Given the reactants [Na].[C:2]([C:6]1[C:7](Cl)=[N:8][C:9](Cl)=[N:10][C:11]=1[Cl:12])([CH3:5])([CH3:4])[CH3:3].[CH2:15]([OH:22])[C:16]1[CH:21]=[CH:20][CH:19]=[CH:18][CH:17]=1, predict the reaction product. The product is: [CH2:15]([O:22][C:9]1[N:8]=[C:7]([O:22][CH2:15][C:16]2[CH:21]=[CH:20][CH:19]=[CH:18][CH:17]=2)[C:6]([C:2]([CH3:5])([CH3:4])[CH3:3])=[C:11]([Cl:12])[N:10]=1)[C:16]1[CH:21]=[CH:20][CH:19]=[CH:18][CH:17]=1.